From a dataset of Experimentally validated miRNA-target interactions with 360,000+ pairs, plus equal number of negative samples. Binary Classification. Given a miRNA mature sequence and a target amino acid sequence, predict their likelihood of interaction. The miRNA is hsa-miR-4510 with sequence UGAGGGAGUAGGAUGUAUGGUU. The protein sequence of the target gene is MASSVDEEALHQLYLWVDNIPLSRPKRNLSRDFSDGVLVAEVIKFYFPKMVEMHNYVPANSLQQKLSNWGHLNRKVLKRLNFSVPDDVMRKIAQCAPGVVELVLIPLRQRLEERQRRRKQGAGSLQELAPQDGSGYMDVGVSQKARGEGVPDPQGGGQLSWDRPPAPRPPAYNRALQGDPSFVLQIAEKEQELLASQETVQVLQMKVRRLEHLLQLKNVRIEDLSRRLQQAERKQR. Result: 1 (interaction).